From a dataset of Forward reaction prediction with 1.9M reactions from USPTO patents (1976-2016). Predict the product of the given reaction. (1) The product is: [CH3:29][N:24]([CH:25]1[CH2:26][CH:33]([C:43]2[CH:48]=[CH:47][CH:46]=[CH:45][CH:44]=2)[CH2:34][CH2:35][C:36]1=[CH:39][C:40]([NH:11][CH2:12][CH2:13][C:14]1[C:22]2[C:17](=[CH:18][CH:19]=[CH:20][CH:21]=2)[NH:16][CH:15]=1)=[O:41])[CH3:23]. Given the reactants ON1C2C=CC=CC=2N=N1.[NH2:11][CH2:12][CH2:13][C:14]1[C:22]2[C:17](=[CH:18][CH:19]=[CH:20][CH:21]=2)[NH:16][CH:15]=1.[CH3:23][N:24]1[CH2:29]CO[CH2:26][CH2:25]1.Cl.CN(C)[C:33]1([C:43]2[CH:48]=[CH:47][CH:46]=[CH:45][CH:44]=2)CC[C:36](=[CH:39][C:40](O)=[O:41])[CH2:35][CH2:34]1.C1(N=C=NC2CCCCC2)CCCCC1.[OH-].[Na+], predict the reaction product. (2) Given the reactants [C:1]1([C:7]2[NH:15][C:10]3=[CH:11][N:12]=[CH:13][CH:14]=[C:9]3[CH:8]=2)[CH:6]=[CH:5][CH:4]=[CH:3][CH:2]=1.[CH3:16][O:17]C(Cl)Cl.[Cl-].[Al+3].[Cl-].[Cl-].[OH-].[Na+], predict the reaction product. The product is: [C:1]1([C:7]2[NH:15][C:10]3=[CH:11][N:12]=[CH:13][CH:14]=[C:9]3[C:8]=2[CH:16]=[O:17])[CH:2]=[CH:3][CH:4]=[CH:5][CH:6]=1. (3) Given the reactants [CH3:1][C:2]1([CH3:42])C2C(=C(P(C3C=CC=CC=3)C3C=CC=CC=3)C=CC=2)OC2C(P(C3C=CC=CC=3)C3C=CC=CC=3)=CC=CC1=2.[C:43]([N:46]1[C:55]2[C:50](=[CH:51][C:52](Br)=[CH:53][CH:54]=2)[C@H:49]([NH:57][C:58](=[O:67])[O:59][CH2:60][C:61]2[CH:66]=[CH:65][CH:64]=[CH:63][CH:62]=2)[C@@H:48]([CH3:68])[C@@H:47]1[CH:69]1[CH2:71][CH2:70]1)(=[O:45])[CH3:44].CCN(C(C)C)C(C)C.CC(S)C.ClC1C=C(C=CC=1)C(OO)=O.[O-:96][S:97]([O-])(=S)=[O:98].[Na+].[Na+], predict the reaction product. The product is: [C:43]([N:46]1[C:55]2[C:50](=[CH:51][C:52]([S:97]([CH:2]([CH3:42])[CH3:1])(=[O:98])=[O:96])=[CH:53][CH:54]=2)[C@H:49]([NH:57][C:58](=[O:67])[O:59][CH2:60][C:61]2[CH:66]=[CH:65][CH:64]=[CH:63][CH:62]=2)[C@@H:48]([CH3:68])[C@@H:47]1[CH:69]1[CH2:71][CH2:70]1)(=[O:45])[CH3:44]. (4) The product is: [C:1]([O-:6])(=[O:5])[CH:2]=[CH2:3].[C:12]([O-:20])(=[O:19])[C:13]([CH3:15])=[CH2:14]. Given the reactants [C:1]([OH:6])(=[O:5])[C:2](C)=[CH2:3].C(O)(=O)C=C.[C:12]([OH:20])(=[O:19])[C:13]([CH2:15]C(O)=O)=[CH2:14].C(O)(=O)/C=C/C.C(O)(=O)/C=C\C(O)=O.C([O-])(=O)C(C)=C, predict the reaction product. (5) Given the reactants [Br:1][C:2]1[S:6][C:5]([CH:7]([C:23]2([OH:29])[CH2:28][CH2:27][CH2:26][CH2:25][CH2:24]2)[C:8]([N:10]2[CH2:15][CH2:14][N:13](C(OC(C)(C)C)=O)[CH2:12][CH2:11]2)=O)=[CH:4][CH:3]=1.[ClH:30], predict the reaction product. The product is: [ClH:30].[ClH:30].[Br:1][C:2]1[S:6][C:5]([CH:7]([C:23]2([OH:29])[CH2:24][CH2:25][CH2:26][CH2:27][CH2:28]2)[CH2:8][N:10]2[CH2:11][CH2:12][NH:13][CH2:14][CH2:15]2)=[CH:4][CH:3]=1. (6) Given the reactants Cl[CH2:2][CH2:3][CH2:4][N:5]1[CH:13]=[N:12][C:11]2[C:6]1=[N:7][C:8]([NH2:15])=[N:9][C:10]=2[Cl:14].[N-:16]=[N+:17]=[N-:18].[Na+].O, predict the reaction product. The product is: [N:16]([CH2:2][CH2:3][CH2:4][N:5]1[CH:13]=[N:12][C:11]2[C:6]1=[N:7][C:8]([NH2:15])=[N:9][C:10]=2[Cl:14])=[N+:17]=[N-:18]. (7) Given the reactants Br[C:2]1[C:11]2[C:6](=[CH:7][CH:8]=[C:9]([OH:12])[CH:10]=2)[CH:5]=[C:4]([Br:13])[C:3]=1[OH:14].[Sn].O, predict the reaction product. The product is: [Br:13][C:4]1[C:3]([OH:14])=[CH:2][C:11]2[C:6]([CH:5]=1)=[CH:7][CH:8]=[C:9]([OH:12])[CH:10]=2.